From a dataset of Forward reaction prediction with 1.9M reactions from USPTO patents (1976-2016). Predict the product of the given reaction. (1) Given the reactants N1C2C=CC=CC=2N=C1C1[CH2:15][CH2:14][N:13]([CH2:16][CH2:17][CH:18]2[O:22][C:21](=[O:23])[C:20]([CH2:26][CH3:27])([CH2:24][CH3:25])[CH2:19]2)[CH2:12][CH2:11]1.[I:28][C:29]1[CH:34]=[CH:33][CH:32]=[CH:31][C:30]=1[N:35]1CCNCC1.N1(C2C=CC=CC=2C#N)CCNCC1.CC1C=CC(S(OCCC2CC3(CCCC3)C(=O)O2)(=O)=O)=CC=1.CC1C=CC(S(OCCC2CC(CC)(CC)C(=O)O2)(=O)=O)=CC=1, predict the reaction product. The product is: [I:28][C:29]1[CH:34]=[CH:33][CH:32]=[CH:31][C:30]=1[N:35]1[CH2:11][CH2:12][N:13]([CH2:16][CH2:17][CH:18]2[CH2:19][C:20]3([CH2:24][CH2:25][CH2:27][CH2:26]3)[C:21](=[O:23])[O:22]2)[CH2:14][CH2:15]1. (2) Given the reactants [Br:1][C:2]1[N:6]2[N:7]=[C:8](Cl)[CH:9]=[CH:10][C:5]2=[N:4][CH:3]=1.[CH3:12][O:13][CH2:14][CH2:15][NH2:16], predict the reaction product. The product is: [Br:1][C:2]1[N:6]2[N:7]=[C:8]([NH:16][CH2:15][CH2:14][O:13][CH3:12])[CH:9]=[CH:10][C:5]2=[N:4][CH:3]=1. (3) Given the reactants [CH2:1]([Mg]Br)[CH3:2].CO[C:7](=[O:16])[C:8]1[CH:13]=[CH:12][C:11]([Br:14])=[C:10]([CH3:15])[CH:9]=1.[Cl-].[NH4+].O1CC[CH2:21][CH2:20]1, predict the reaction product. The product is: [Br:14][C:11]1[CH:12]=[CH:13][C:8]([C:7]([OH:16])([CH2:1][CH3:2])[CH2:20][CH3:21])=[CH:9][C:10]=1[CH3:15]. (4) Given the reactants [Cl:1][C:2]1[CH:17]=[CH:16][C:5]([C:6]([NH:8][NH:9][C:10]([NH:12][CH:13]2[CH2:15][CH2:14]2)=[O:11])=O)=[CH:4][CH:3]=1.Cl, predict the reaction product. The product is: [Cl:1][C:2]1[CH:17]=[CH:16][C:5]([C:6]2[N:12]([CH:13]3[CH2:15][CH2:14]3)[C:10](=[O:11])[NH:9][N:8]=2)=[CH:4][CH:3]=1. (5) The product is: [CH2:25]([O:27][C:28]([C:30]1[C:39](=[O:40])[C:38]2[C:33](=[C:34]([C:24]#[C:23][CH2:22][C@H:9]3[C@H:10]([CH2:13][NH:14][C:15]([O:17][C:18]([CH3:21])([CH3:20])[CH3:19])=[O:16])[CH2:11][CH2:12][N:8]3[C:6]([O:5][C:1]([CH3:3])([CH3:2])[CH3:4])=[O:7])[C:35]([F:42])=[C:36]([F:41])[CH:37]=2)[N:32]([CH:51]2[CH2:52][CH2:53]2)[CH:31]=1)=[O:29])[CH3:26]. Given the reactants [C:1]([O:5][C:6]([N:8]1[CH2:12][CH2:11][C@@H:10]([CH2:13][NH:14][C:15]([O:17][C:18]([CH3:21])([CH3:20])[CH3:19])=[O:16])[C@@H:9]1[CH2:22][C:23]#[CH:24])=[O:7])([CH3:4])([CH3:3])[CH3:2].[CH2:25]([O:27][C:28]([C:30]1[C:39](=[O:40])[C:38]2[C:33](=[C:34](OS(C(F)(F)F)(=O)=O)[C:35]([F:42])=[C:36]([F:41])[CH:37]=2)[N:32]([CH:51]2[CH2:53][CH2:52]2)[CH:31]=1)=[O:29])[CH3:26].C1(P(C2C=CC=CC=2)C2C=CC=CC=2)C=CC=CC=1.C(N(CC)C(C)C)(C)C, predict the reaction product. (6) Given the reactants [Cl:1][C:2]1[CH:7]=[CH:6][C:5](I)=[CH:4][N:3]=1.[Si:9]([O:26][CH:27]1[CH2:32][CH2:31][N:30]([C:33]([O:35][C:36]([CH3:39])([CH3:38])[CH3:37])=[O:34])[C:29](=[O:40])[CH2:28]1)([C:22]([CH3:25])([CH3:24])[CH3:23])([C:16]1[CH:21]=[CH:20][CH:19]=[CH:18][CH:17]=1)[C:10]1[CH:15]=[CH:14][CH:13]=[CH:12][CH:11]=1, predict the reaction product. The product is: [C:36]([O:35][C:33](=[O:34])[NH:30][CH2:31][CH2:32][CH:27]([O:26][Si:9]([C:22]([CH3:25])([CH3:24])[CH3:23])([C:16]1[CH:17]=[CH:18][CH:19]=[CH:20][CH:21]=1)[C:10]1[CH:15]=[CH:14][CH:13]=[CH:12][CH:11]=1)[CH2:28][C:29]([C:5]1[CH:4]=[N:3][C:2]([Cl:1])=[CH:7][CH:6]=1)=[O:40])([CH3:39])([CH3:37])[CH3:38].